From a dataset of Catalyst prediction with 721,799 reactions and 888 catalyst types from USPTO. Predict which catalyst facilitates the given reaction. (1) Reactant: Cl.[CH3:2][O:3][C:4]1[CH:5]=[C:6]([C:12]2[C@@H:21]3[C@@H:16]([CH2:17][CH2:18][CH2:19][CH2:20]3)[C:15](=[O:22])[N:14]([CH:23]3[CH2:28][CH2:27][NH:26][CH2:25][CH2:24]3)[N:13]=2)[CH:7]=[CH:8][C:9]=1[O:10][CH3:11].[C:29]([O:33][C:34]([NH:36][C@H:37]([C:42](O)=[O:43])[C@H:38]([CH2:40][CH3:41])[CH3:39])=[O:35])([CH3:32])([CH3:31])[CH3:30].CN(C(ON1N=NC2C=CC=CC1=2)=[N+](C)C)C.F[P-](F)(F)(F)(F)F.CCN(C(C)C)C(C)C. Product: [CH3:2][O:3][C:4]1[CH:5]=[C:6]([C:12]2[C@@H:21]3[C@@H:16]([CH2:17][CH2:18][CH2:19][CH2:20]3)[C:15](=[O:22])[N:14]([CH:23]3[CH2:24][CH2:25][N:26]([C:42](=[O:43])[C@@H:37]([NH:36][C:34](=[O:35])[O:33][C:29]([CH3:32])([CH3:31])[CH3:30])[C@@H:38]([CH3:39])[CH2:40][CH3:41])[CH2:27][CH2:28]3)[N:13]=2)[CH:7]=[CH:8][C:9]=1[O:10][CH3:11]. The catalyst class is: 2. (2) Reactant: [CH3:1][C:2]1[C:10]2[N:9]=[C:8]([C:11]3[CH:16]=[CH:15][CH:14]=[CH:13][C:12]=3[N+]([O-])=O)[N:7]([CH2:20][CH:21]([OH:26])[CH2:22][CH2:23][CH2:24][CH3:25])[C:6]=2[CH:5]=[CH:4][CH:3]=1.[H-].[Na+]. Product: [CH2:22]([CH:21]1[CH2:20][N:7]2[C:8](=[N:9][C:10]3[C:2]([CH3:1])=[CH:3][CH:4]=[CH:5][C:6]=32)[C:11]2[CH:16]=[CH:15][CH:14]=[CH:13][C:12]=2[O:26]1)[CH2:23][CH2:24][CH3:25]. The catalyst class is: 3. (3) Reactant: [N+:1]([C:4]1[CH:9]=[CH:8][CH:7]=[CH:6][C:5]=1[C:10]1[CH:15]=[CH:14][CH:13]=[CH:12][CH:11]=1)([O-])=O. Product: [C:5]1([C:10]2[CH:11]=[CH:12][CH:13]=[CH:14][CH:15]=2)[C:4]([NH2:1])=[CH:9][CH:8]=[CH:7][CH:6]=1. The catalyst class is: 43. (4) Reactant: [CH2:1]=[N:2][CH2:3][C:4]([O:6][CH2:7][CH3:8])=[O:5].[H-].[Na+].[C:11]([C:13]1[CH:21]=[CH:20][C:16]([C:17](Cl)=[O:18])=[CH:15][CH:14]=1)#[N:12]. Product: [C:11]([C:13]1[CH:21]=[CH:20][C:16]([C:17]2[O:18][CH:1]=[N:2][C:3]=2[C:4]([O:6][CH2:7][CH3:8])=[O:5])=[CH:15][CH:14]=1)#[N:12]. The catalyst class is: 11. (5) Reactant: [CH:1]1([NH:4][C:5]2[C:10]3=[N:11][CH:12]=[C:13]([C:14]#[N:15])[N:9]3[N:8]=[C:7]([S:16][CH3:17])[N:6]=2)[CH2:3][CH2:2]1.[CH3:18][C:19]([O:22][C:23](O[C:23]([O:22][C:19]([CH3:21])([CH3:20])[CH3:18])=[O:24])=[O:24])([CH3:21])[CH3:20].[Li+].C[Si]([N-][Si](C)(C)C)(C)C. Product: [C:14]([C:13]1[N:9]2[C:10]([C:5]([N:4]([CH:1]3[CH2:2][CH2:3]3)[C:23](=[O:24])[O:22][C:19]([CH3:21])([CH3:20])[CH3:18])=[N:6][C:7]([S:16][CH3:17])=[N:8]2)=[N:11][CH:12]=1)#[N:15]. The catalyst class is: 1. (6) Reactant: [Cl:1][C:2]1[CH:10]=[C:6]([C:7]([OH:9])=[O:8])[C:5]([OH:11])=[CH:4][CH:3]=1.C(=O)([O-])[O-].[K+].[K+].I[CH2:19][CH3:20].[OH-].[Na+]. Product: [Cl:1][C:2]1[CH:3]=[CH:4][C:5]([O:11][CH2:19][CH3:20])=[C:6]([CH:10]=1)[C:7]([OH:9])=[O:8]. The catalyst class is: 47. (7) Reactant: Br[C:2]1[CH:7]=[CH:6][C:5]([NH:8]C(=O)OC(C)(C)C)=[CH:4][C:3]=1[O:16][C:17]([F:20])([F:19])[F:18].[C:21]([Cu])#[N:22].Cl. Product: [NH2:8][C:5]1[CH:6]=[CH:7][C:2]([C:21]#[N:22])=[C:3]([O:16][C:17]([F:18])([F:19])[F:20])[CH:4]=1. The catalyst class is: 18. (8) Reactant: [CH3:1][C:2]1[CH:8]=[CH:7][C:6]([N+:9]([O-:11])=[O:10])=[CH:5][C:3]=1[NH2:4].[N:12]#[C:13][NH2:14].Cl.[N+:16]([O-:19])([OH:18])=[O:17]. Product: [N+:16]([O-:19])([OH:18])=[O:17].[CH3:1][C:2]1[CH:8]=[CH:7][C:6]([N+:9]([O-:11])=[O:10])=[CH:5][C:3]=1[NH:4][C:13]([NH2:14])=[NH:12]. The catalyst class is: 32. (9) Reactant: [Cl:1][C:2]1[C:3]([C:16]2[CH:21]=[CH:20][CH:19]=[C:18]([NH:22][CH2:23][C:24]3[CH:29]=[CH:28][CH:27]=[C:26]([F:30])[CH:25]=3)[N:17]=2)=[CH:4][C:5]([NH:8][C@@H:9]2[CH2:13][CH2:12][C@H:11]([CH:14]=O)[CH2:10]2)=[N:6][CH:7]=1.[CH3:31][NH2:32].C1COCC1.C(O)(=O)C.C(O[BH-](OC(=O)C)OC(=O)C)(=O)C.[Na+].C(O)(C(F)(F)F)=O. Product: [Cl:1][C:2]1[C:3]([C:16]2[CH:21]=[CH:20][CH:19]=[C:18]([NH:22][CH2:23][C:24]3[CH:29]=[CH:28][CH:27]=[C:26]([F:30])[CH:25]=3)[N:17]=2)=[CH:4][C:5]([NH:8][C@@H:9]2[CH2:13][CH2:12][C@H:11]([CH2:14][NH:32][CH3:31])[CH2:10]2)=[N:6][CH:7]=1. The catalyst class is: 583.